This data is from NCI-60 drug combinations with 297,098 pairs across 59 cell lines. The task is: Regression. Given two drug SMILES strings and cell line genomic features, predict the synergy score measuring deviation from expected non-interaction effect. Drug 1: CNC(=O)C1=NC=CC(=C1)OC2=CC=C(C=C2)NC(=O)NC3=CC(=C(C=C3)Cl)C(F)(F)F. Drug 2: CC(C)NC(=O)C1=CC=C(C=C1)CNNC.Cl. Cell line: A498. Synergy scores: CSS=4.23, Synergy_ZIP=2.62, Synergy_Bliss=1.95, Synergy_Loewe=-4.02, Synergy_HSA=-2.60.